Dataset: NCI-60 drug combinations with 297,098 pairs across 59 cell lines. Task: Regression. Given two drug SMILES strings and cell line genomic features, predict the synergy score measuring deviation from expected non-interaction effect. Drug 1: CC1=CC2C(CCC3(C2CCC3(C(=O)C)OC(=O)C)C)C4(C1=CC(=O)CC4)C. Drug 2: CC1=C(C=C(C=C1)C(=O)NC2=CC(=CC(=C2)C(F)(F)F)N3C=C(N=C3)C)NC4=NC=CC(=N4)C5=CN=CC=C5. Cell line: NCI-H226. Synergy scores: CSS=-2.03, Synergy_ZIP=3.46, Synergy_Bliss=3.10, Synergy_Loewe=-4.35, Synergy_HSA=-2.79.